The task is: Predict the reactants needed to synthesize the given product.. This data is from Full USPTO retrosynthesis dataset with 1.9M reactions from patents (1976-2016). Given the product [CH:28]1([C:31]2[CH:36]=[C:35]([CH2:19][N:17]3[CH2:16][C:15]4([CH2:26][C:12]([N:9]5[CH2:10][CH2:11][C:6]([CH3:27])([C:4]([O:3][CH2:1][CH3:2])=[O:5])[CH2:7][CH2:8]5)=[N:13][O:14]4)[CH2:18]3)[C:34]([O:39][CH2:40][CH3:41])=[CH:33][C:32]=2[C:42]2[CH:47]=[CH:46][CH:45]=[CH:44][C:43]=2[F:48])[CH2:30][CH2:29]1, predict the reactants needed to synthesize it. The reactants are: [CH2:1]([O:3][C:4]([C:6]1([CH3:27])[CH2:11][CH2:10][N:9]([C:12]2[CH2:26][C:15]3([CH2:18][N:17]([C:19](OC(C)(C)C)=O)[CH2:16]3)[O:14][N:13]=2)[CH2:8][CH2:7]1)=[O:5])[CH3:2].[CH:28]1([C:31]2[CH:36]=[C:35](C=O)[C:34]([O:39][CH2:40][CH3:41])=[CH:33][C:32]=2[C:42]2[CH:47]=[CH:46][CH:45]=[CH:44][C:43]=2[F:48])[CH2:30][CH2:29]1.